From a dataset of Full USPTO retrosynthesis dataset with 1.9M reactions from patents (1976-2016). Predict the reactants needed to synthesize the given product. Given the product [ClH:25].[C:28]12([CH2:38][C:39]([NH:41][C:42]3[C:51]([CH3:52])=[CH:50][CH:49]=[C:48]4[C:43]=3[CH:44]=[CH:45][C:46]([NH:54][CH2:22][CH:21]([NH:20][CH2:19][CH2:26][OH:27])[CH3:16])=[N:47]4)=[O:40])[CH2:37][CH:32]3[CH2:33][CH:34]([CH2:36][CH:30]([CH2:31]3)[CH2:29]1)[CH2:35]2, predict the reactants needed to synthesize it. The reactants are: C12(CC(NC3C([Cl:25])=C[CH:22]=[C:21]4[C:16]=3C=C[C:19]([CH:26]=[O:27])=[N:20]4)=O)CC3CC(CC(C3)C1)C2.[C:28]12([CH2:38][C:39]([NH:41][C:42]3[C:51]([CH3:52])=[CH:50][CH:49]=[C:48]4[C:43]=3[CH:44]=[CH:45][C:46](Cl)=[N:47]4)=[O:40])[CH2:37][CH:32]3[CH2:33][CH:34]([CH2:36][CH:30]([CH2:31]3)[CH2:29]1)[CH2:35]2.[NH2:54]CCCNCCO.